Dataset: Reaction yield outcomes from USPTO patents with 853,638 reactions. Task: Predict the reaction yield, written as a fraction of the theoretical maximum amount of product (1.0 means a 100% yield; for example, 0.34 means a 34% yield). (1) The reactants are C1(P(C2CCCCC2)C2C=CC=CC=2C2C(OC)=CC=CC=2OC)CCCCC1.C(=O)([O-])[O-].[K+].[K+].[OH:36][C:37]1[CH:38]=[CH:39][C:40](B2OC(C)(C)C(C)(C)O2)=[C:41]([CH:44]=1)[CH:42]=[O:43].[F:54][C:55]1[CH:56]=[CH:57][C:58]2[N:59]([CH:61]=[C:62]([C:64]([NH:66][C@H:67]3[CH2:72][CH2:71][C@@H:70]([N:73]4[C:78](=[O:79])[C:77]5[CH:80]=[C:81]([F:84])[CH:82]=[N:83][C:76]=5[N:75]([C:85]5[CH:90]=[CH:89][CH:88]=[C:87](I)[CH:86]=5)[C:74]4=[O:92])[CH2:69][CH2:68]3)=[O:65])[N:63]=2)[CH:60]=1. The catalyst is C(#N)C.O.C(OCC)(=O)C.C([O-])(=O)C.[Pd+2].C([O-])(=O)C. The product is [F:54][C:55]1[CH:56]=[CH:57][C:58]2[N:59]([CH:61]=[C:62]([C:64]([NH:66][C@H:67]3[CH2:72][CH2:71][C@@H:70]([N:73]4[C:78](=[O:79])[C:77]5[CH:80]=[C:81]([F:84])[CH:82]=[N:83][C:76]=5[N:75]([C:85]5[CH:90]=[C:89]([C:40]6[CH:39]=[CH:38][C:37]([OH:36])=[CH:44][C:41]=6[CH:42]=[O:43])[CH:88]=[CH:87][CH:86]=5)[C:74]4=[O:92])[CH2:69][CH2:68]3)=[O:65])[N:63]=2)[CH:60]=1. The yield is 0.400. (2) The reactants are [F:1][C:2]([F:27])([F:26])[C:3]1[CH:8]=[CH:7][C:6]([N:9]2[CH2:14][CH2:13][CH:12]([O:15][C:16]3[N:17]=[CH:18][C:19]([C:22]([O:24]C)=[O:23])=[N:20][CH:21]=3)[CH2:11][CH2:10]2)=[CH:5][CH:4]=1.[OH-].[Na+].[ClH:30]. The catalyst is CC(C)=O. The product is [ClH:30].[F:27][C:2]([F:1])([F:26])[C:3]1[CH:4]=[CH:5][C:6]([N:9]2[CH2:14][CH2:13][CH:12]([O:15][C:16]3[N:17]=[CH:18][C:19]([C:22]([OH:24])=[O:23])=[N:20][CH:21]=3)[CH2:11][CH2:10]2)=[CH:7][CH:8]=1. The yield is 0.960. (3) The reactants are F[C:2]1[CH:7]=[CH:6][C:5]([N:8]2[C:12]([C:13]([O:15][C:16]([CH3:19])([CH3:18])[CH3:17])=[O:14])=[CH:11][C:10]([CH:20]([CH3:22])[CH3:21])=[N:9]2)=[CH:4][C:3]=1[N+:23]([O-:25])=[O:24].[Li+].[OH-].OO.[O-:30]S([O-])(=S)=O.[Na+].[Na+]. The catalyst is C1COCC1.O.C(O)(=O)C. The product is [OH:30][C:2]1[CH:7]=[CH:6][C:5]([N:8]2[C:12]([C:13]([O:15][C:16]([CH3:19])([CH3:18])[CH3:17])=[O:14])=[CH:11][C:10]([CH:20]([CH3:22])[CH3:21])=[N:9]2)=[CH:4][C:3]=1[N+:23]([O-:25])=[O:24]. The yield is 0.370. (4) The reactants are [Br:1][C:2]1[CH:3]=[C:4]([OH:11])[C:5]([N+:8]([O-])=O)=[CH:6][CH:7]=1.S(S([O-])=O)([O-])=O.[Na+].[Na+].Cl. The catalyst is [OH-].[Na+]. The product is [NH2:8][C:5]1[CH:6]=[CH:7][C:2]([Br:1])=[CH:3][C:4]=1[OH:11]. The yield is 0.600. (5) The reactants are [CH3:1][O:2][C:3]([C:5]1[S:6][CH:7]=[C:8]([Br:11])[C:9]=1[OH:10])=[O:4].[C:12](=O)([O-])[O-].[K+].[K+].IC. The catalyst is CC(C)=O. The product is [CH3:1][O:2][C:3]([C:5]1[S:6][CH:7]=[C:8]([Br:11])[C:9]=1[O:10][CH3:12])=[O:4]. The yield is 1.00. (6) The reactants are Cl.[CH3:2][CH:3]1[C:8](=[O:9])[CH2:7][CH2:6][NH:5][CH2:4]1.N1C=CC=CC=1.[F:16][C:17]([F:28])([F:27])[C:18](O[C:18](=[O:19])[C:17]([F:28])([F:27])[F:16])=[O:19]. The catalyst is C(Cl)Cl. The product is [F:16][C:17]([F:28])([F:27])[C:18]([N:5]1[CH2:6][CH2:7][C:8](=[O:9])[CH:3]([CH3:2])[CH2:4]1)=[O:19]. The yield is 0.950.